From a dataset of Forward reaction prediction with 1.9M reactions from USPTO patents (1976-2016). Predict the product of the given reaction. (1) Given the reactants [NH2:1][C:2]1[S:3][CH:4]=[C:5]([C:7]2[CH:12]=[CH:11][CH:10]=[CH:9][CH:8]=2)[N:6]=1.[C:13]1([C:19]2[CH:24]=[CH:23][C:22]([S:25](Cl)(=[O:27])=[O:26])=[CH:21][CH:20]=2)[CH:18]=[CH:17][CH:16]=[CH:15][CH:14]=1, predict the reaction product. The product is: [C:7]1([C:5]2[N:6]=[C:2]([NH:1][S:25]([C:22]3[CH:21]=[CH:20][C:19]([C:13]4[CH:18]=[CH:17][CH:16]=[CH:15][CH:14]=4)=[CH:24][CH:23]=3)(=[O:27])=[O:26])[S:3][CH:4]=2)[CH:12]=[CH:11][CH:10]=[CH:9][CH:8]=1. (2) Given the reactants [CH2:1]([C:3]([C:28]1[CH:33]=[CH:32][C:31](B2OC(C)(C)C(C)(C)O2)=[C:30]([CH3:43])[CH:29]=1)([C:6]1[CH:11]=[CH:10][C:9]([C:12]#[C:13][C:14]([O:23][CH2:24][O:25][CH3:26])([C:19]([F:22])([F:21])[F:20])[C:15]([F:18])([F:17])[F:16])=[C:8]([CH3:27])[CH:7]=1)[CH2:4][CH3:5])[CH3:2].[CH3:44][O:45][C:46](=[O:55])[CH2:47][C:48]1[CH:49]=[N:50][CH:51]=[C:52](Br)[CH:53]=1.P([O-])([O-])([O-])=O.[K+].[K+].[K+], predict the reaction product. The product is: [CH3:44][O:45][C:46](=[O:55])[CH2:47][C:48]1[CH:49]=[N:50][CH:51]=[C:52]([C:31]2[CH:32]=[CH:33][C:28]([C:3]([CH2:4][CH3:5])([C:6]3[CH:11]=[CH:10][C:9]([C:12]#[C:13][C:14]([O:23][CH2:24][O:25][CH3:26])([C:19]([F:21])([F:22])[F:20])[C:15]([F:17])([F:18])[F:16])=[C:8]([CH3:27])[CH:7]=3)[CH2:1][CH3:2])=[CH:29][C:30]=2[CH3:43])[CH:53]=1. (3) The product is: [Cl:1][C:2]1[CH:3]=[C:4]([NH:9][C:10]2[C:11]3[C:12](=[C:13]([CH3:17])[N:14]=[CH:15][CH:16]=3)[O:18][C:23]=2[NH2:24])[CH:5]=[CH:6][C:7]=1[F:8]. Given the reactants [Cl:1][C:2]1[CH:3]=[C:4]([N:9]=[CH:10][C:11]2[CH:16]=[CH:15][N:14]=[C:13]([CH3:17])[C:12]=2[OH:18])[CH:5]=[CH:6][C:7]=1[F:8].[Si]([C:23]#[N:24])(C)(C)C, predict the reaction product. (4) Given the reactants [NH2:1][C:2]1[S:3][C:4]2[CH2:10][CH:9]([NH:11][CH2:12][CH2:13][CH3:14])[CH2:8][CH2:7][C:5]=2[N:6]=1.[ClH:15], predict the reaction product. The product is: [ClH:15].[ClH:15].[NH2:1][C:2]1[S:3][C:4]2[CH2:10][CH:9]([NH:11][CH2:12][CH2:13][CH3:14])[CH2:8][CH2:7][C:5]=2[N:6]=1. (5) Given the reactants [OH:1][C:2]1[CH:7]=[CH:6][CH:5]=[CH:4][C:3]=1[S:8][CH2:9][CH2:10][CH2:11][C:12]([OH:14])=O.[CH3:15][O:16][C:17]1[CH:25]=[CH:24][CH:23]=[CH:22][C:18]=1[CH2:19][NH:20][CH3:21], predict the reaction product. The product is: [OH:1][C:2]1[CH:7]=[CH:6][CH:5]=[CH:4][C:3]=1[S:8][CH2:9][CH2:10][CH2:11][C:12]([N:20]([CH2:19][C:18]1[CH:22]=[CH:23][CH:24]=[CH:25][C:17]=1[O:16][CH3:15])[CH3:21])=[O:14].